From a dataset of TCR-epitope binding with 47,182 pairs between 192 epitopes and 23,139 TCRs. Binary Classification. Given a T-cell receptor sequence (or CDR3 region) and an epitope sequence, predict whether binding occurs between them. (1) The epitope is MMISAGFSL. The TCR CDR3 sequence is CASSQVLAASSYNEQFF. Result: 0 (the TCR does not bind to the epitope). (2) The epitope is FLYNLLTRV. The TCR CDR3 sequence is CASSSGVWTEAFF. Result: 0 (the TCR does not bind to the epitope). (3) The epitope is KLSYGIATV. The TCR CDR3 sequence is CASSVLGGAADTQYF. Result: 1 (the TCR binds to the epitope). (4) The epitope is NQKLIANQF. The TCR CDR3 sequence is CASSLWGVTEAFF. Result: 0 (the TCR does not bind to the epitope). (5) The epitope is RILGAGCFV. The TCR CDR3 sequence is CASSLAAGGNKFYEQYF. Result: 0 (the TCR does not bind to the epitope). (6) The epitope is VLQAVGACV. The TCR CDR3 sequence is CASSLLGLAGDYEQYF. Result: 0 (the TCR does not bind to the epitope). (7) The epitope is PKYVKQNTLKLAT. The TCR CDR3 sequence is CASSLDDSGFYEQYF. Result: 1 (the TCR binds to the epitope). (8) The epitope is IPSINVHHY. The TCR CDR3 sequence is CASRTTSGGTDTQYF. Result: 0 (the TCR does not bind to the epitope). (9) The epitope is FLNRFTTTL. The TCR CDR3 sequence is CASSQVSGRALLGGELFF. Result: 1 (the TCR binds to the epitope). (10) The epitope is TVYDPLQPELDSFK. The TCR CDR3 sequence is CASSPLTEPYYGYTF. Result: 1 (the TCR binds to the epitope).